This data is from Forward reaction prediction with 1.9M reactions from USPTO patents (1976-2016). The task is: Predict the product of the given reaction. (1) Given the reactants [CH2:1]([NH:9][C:10]1[N:15]=[C:14]([N:16]2[C:25]3[N:24]=[C:23]([C:26]4[CH:31]=[CH:30][CH:29]=[CH:28][CH:27]=4)[C:22]([CH:32]=O)=[CH:21][C:20]=3[CH2:19][CH2:18][CH2:17]2)[CH:13]=[CH:12][N:11]=1)[CH2:2][C:3]1[CH:8]=[CH:7][CH:6]=[CH:5][CH:4]=1.[CH3:34][NH:35][CH3:36], predict the reaction product. The product is: [CH3:34][N:35]([CH2:32][C:22]1[CH:21]=[C:20]2[C:25](=[N:24][C:23]=1[C:26]1[CH:31]=[CH:30][CH:29]=[CH:28][CH:27]=1)[N:16]([C:14]1[CH:13]=[CH:12][N:11]=[C:10]([NH:9][CH2:1][CH2:2][C:3]3[CH:8]=[CH:7][CH:6]=[CH:5][CH:4]=3)[N:15]=1)[CH2:17][CH2:18][CH2:19]2)[CH3:36]. (2) Given the reactants [Cl:1][C:2]1[CH:7]=[CH:6][CH:5]=[CH:4][C:3]=1[N:8]1[CH2:23][CH2:22][C:10]2([N:14](C(OC(C)(C)C)=O)[CH2:13][CH2:12][CH2:11]2)[C:9]1=[O:24], predict the reaction product. The product is: [Cl:1][C:2]1[CH:7]=[CH:6][CH:5]=[CH:4][C:3]=1[N:8]1[CH2:23][CH2:22][C:10]2([NH:14][CH2:13][CH2:12][CH2:11]2)[C:9]1=[O:24]. (3) Given the reactants [Cl:1][C:2]1[CH:10]=[CH:9][CH:8]=[C:7]2[C:3]=1[CH:4]=[CH:5][NH:6]2.[H-].[Na+].Br[CH2:14][CH2:15][O:16][CH3:17].[Na+].[I-], predict the reaction product. The product is: [Cl:1][C:2]1[CH:10]=[CH:9][CH:8]=[C:7]2[C:3]=1[CH:4]=[CH:5][N:6]2[CH2:14][CH2:15][O:16][CH3:17]. (4) Given the reactants [CH3:1][O:2][C:3]1[CH:4]=[C:5]([CH2:9][CH2:10][CH2:11][CH2:12][C:13]([O:15]CC)=[O:14])[CH:6]=[CH:7][CH:8]=1.C(O)C.[OH-].[Na+].Cl, predict the reaction product. The product is: [CH3:1][O:2][C:3]1[CH:4]=[C:5]([CH2:9][CH2:10][CH2:11][CH2:12][C:13]([OH:15])=[O:14])[CH:6]=[CH:7][CH:8]=1. (5) The product is: [Br:1][C:2]1[N:7]=[C:6]([NH:8][C:13]([NH:12][CH2:11][CH2:10][Cl:9])=[O:14])[CH:5]=[CH:4][CH:3]=1. Given the reactants [Br:1][C:2]1[N:7]=[C:6]([NH2:8])[CH:5]=[CH:4][CH:3]=1.[Cl:9][CH2:10][CH2:11][N:12]=[C:13]=[O:14], predict the reaction product. (6) Given the reactants Cl.[CH3:2][NH:3][C:4](=[O:8])[C@H:5]([CH3:7])[NH2:6].C([BH3-])#N.[Na+].[CH2:13]([CH:20]1[C:24]2[CH:25]=[C:26]([CH:29]=O)[CH:27]=[CH:28][C:23]=2[O:22][CH2:21]1)[C:14]1[CH:19]=[CH:18][CH:17]=[CH:16][CH:15]=1, predict the reaction product. The product is: [CH2:13]([CH:20]1[C:24]2[CH:25]=[C:26]([CH2:29][NH:6][CH:5]([CH3:7])[C:4]([NH:3][CH3:2])=[O:8])[CH:27]=[CH:28][C:23]=2[O:22][CH2:21]1)[C:14]1[CH:15]=[CH:16][CH:17]=[CH:18][CH:19]=1. (7) Given the reactants [CH3:1][C:2]1[CH:6]=[C:5]([NH:7]C2C=CC(C(O)=O)=CC=2C(O)=O)[N:4]([C:20]2[CH:25]=[CH:24][CH:23]=[CH:22][N:21]=2)[N:3]=1.BrC1C(C(O)=O)=CC=CC=1C(O)=O, predict the reaction product. The product is: [CH3:1][C:2]1[CH:6]=[C:5]([NH2:7])[N:4]([C:20]2[CH:25]=[CH:24][CH:23]=[CH:22][N:21]=2)[N:3]=1. (8) Given the reactants [CH2:1]([C@H:8]1[CH2:13][CH2:12][N:11]([CH2:14][CH2:15][S:16]([C:19]2[CH:24]=[CH:23][C:22]([OH:25])=[CH:21][CH:20]=2)(=[O:18])=[O:17])[CH2:10][C@H:9]1[OH:26])[C:2]1[CH:7]=[CH:6][CH:5]=[CH:4][CH:3]=1.CCN(CC)CC.[Cl:34][CH2:35][C:36]1[CH:44]=[CH:43][C:39]([C:40](Cl)=[O:41])=[CH:38][CH:37]=1.O, predict the reaction product. The product is: [CH2:1]([CH:8]1[CH2:13][CH2:12][N:11]([CH2:14][CH2:15][S:16]([C:19]2[CH:24]=[CH:23][C:22]([O:25][C:40](=[O:41])[C:39]3[CH:43]=[CH:44][C:36]([CH2:35][Cl:34])=[CH:37][CH:38]=3)=[CH:21][CH:20]=2)(=[O:18])=[O:17])[CH2:10][CH:9]1[OH:26])[C:2]1[CH:7]=[CH:6][CH:5]=[CH:4][CH:3]=1. (9) Given the reactants [C:1]([O:5][C:6]([N:8]1[C@H:13]([CH3:14])[CH2:12][CH2:11][C@@H:10]([C:15]([OH:17])=O)[CH2:9]1)=[O:7])([CH3:4])([CH3:3])[CH3:2].CN([C:21]([O:25][N:26]1N=NC2C=CC=N[C:27]1=2)=[N+](C)C)C.F[P-](F)(F)(F)(F)F.C(N(CC)CC)C.Cl.CNOC, predict the reaction product. The product is: [CH3:21][O:25][N:26]([CH3:27])[C:15]([C@H:10]1[CH2:9][N:8]([C:6]([O:5][C:1]([CH3:2])([CH3:3])[CH3:4])=[O:7])[C@H:13]([CH3:14])[CH2:12][CH2:11]1)=[O:17].